Dataset: Full USPTO retrosynthesis dataset with 1.9M reactions from patents (1976-2016). Task: Predict the reactants needed to synthesize the given product. (1) Given the product [CH3:13][NH:14][NH:15][C:9]([C:4]1[C:3]([CH3:2])=[CH:8][CH:7]=[CH:6][N:5]=1)=[NH:10], predict the reactants needed to synthesize it. The reactants are: F[C:2](F)(F)[C:3]1[C:4]([C:9]#[N:10])=[N:5][CH:6]=[CH:7][CH:8]=1.[CH3:13][NH:14][NH2:15]. (2) Given the product [C:1]([O:5][C:6](=[O:18])[NH:7][CH:8]1[CH2:16][C:15]2[C:10](=[CH:11][CH:12]=[C:13]([NH:17][C:45]([C:33]3[C:34]([C:35]4[CH:40]=[CH:39][C:38]([C:41]([F:42])([F:44])[F:43])=[CH:37][CH:36]=4)=[C:29]([CH3:28])[CH:30]=[CH:31][CH:32]=3)=[O:46])[CH:14]=2)[CH2:9]1)([CH3:4])([CH3:2])[CH3:3], predict the reactants needed to synthesize it. The reactants are: [C:1]([O:5][C:6](=[O:18])[NH:7][CH:8]1[CH2:16][C:15]2[C:10](=[CH:11][CH:12]=[C:13]([NH2:17])[CH:14]=2)[CH2:9]1)([CH3:4])([CH3:3])[CH3:2].C(N(C(C)C)CC)(C)C.[CH3:28][C:29]1[CH:30]=[CH:31][CH:32]=[C:33]([C:45](Cl)=[O:46])[C:34]=1[C:35]1[CH:40]=[CH:39][C:38]([C:41]([F:44])([F:43])[F:42])=[CH:37][CH:36]=1.C(OCC)(=O)C. (3) Given the product [CH3:1][O:2][C:3]([C:5]1[S:27][C:8]2=[C:9]([NH2:41])[N:10]=[CH:11][C:12]([NH:13][C:14]3[CH:19]=[CH:18][C:17]([C:20]4[CH:25]=[CH:24][CH:23]=[CH:22][CH:21]=4)=[CH:16][CH:15]=3)=[C:7]2[CH:6]=1)=[O:4], predict the reactants needed to synthesize it. The reactants are: [CH3:1][O:2][C:3]([C:5]1[S:27][C:8]2=[C:9](Cl)[N:10]=[CH:11][C:12]([NH:13][C:14]3[CH:19]=[CH:18][C:17]([C:20]4[CH:25]=[CH:24][CH:23]=[CH:22][CH:21]=4)=[CH:16][CH:15]=3)=[C:7]2[CH:6]=1)=[O:4].C(=[NH:41])(C1C=CC=CC=1)C1C=CC=CC=1.CC1(C)C2C=CC=C(P(C3C=CC=CC=3)C3C=CC=CC=3)C=2OC2C1=CC=CC=2P(C1C=CC=CC=1)C1C=CC=CC=1.C(=O)([O-])[O-].[Cs+].[Cs+]. (4) Given the product [F:27][C:24]([F:25])([F:26])[C:22]1[CH:23]=[C:18]([C:15]([CH3:16])([CH3:17])[C:14]([N:13]([C:10]2[CH:11]=[N:12][C:7]([N:4]3[CH2:5][CH2:6][C@@H:2]([NH:1][S:52]([CH3:51])(=[O:54])=[O:53])[CH2:3]3)=[CH:8][C:9]=2[C:34]2[CH:39]=[CH:38][C:37]([F:40])=[CH:36][C:35]=2[CH3:41])[CH3:33])=[O:32])[CH:19]=[C:20]([C:28]([F:29])([F:30])[F:31])[CH:21]=1, predict the reactants needed to synthesize it. The reactants are: [NH2:1][C@@H:2]1[CH2:6][CH2:5][N:4]([C:7]2[N:12]=[CH:11][C:10]([N:13]([CH3:33])[C:14](=[O:32])[C:15]([C:18]3[CH:23]=[C:22]([C:24]([F:27])([F:26])[F:25])[CH:21]=[C:20]([C:28]([F:31])([F:30])[F:29])[CH:19]=3)([CH3:17])[CH3:16])=[C:9]([C:34]3[CH:39]=[CH:38][C:37]([F:40])=[CH:36][C:35]=3[CH3:41])[CH:8]=2)[CH2:3]1.C(N(CC)C(C)C)(C)C.[CH3:51][S:52](Cl)(=[O:54])=[O:53]. (5) Given the product [CH3:35][C:36]1[CH:40]=[C:39]([NH:41][C:52]2[C:53]3[CH:54]=[N:55][NH:56][C:57]=3[CH:58]=[CH:59][CH:60]=2)[N:38]([C:42]2[CH:47]=[C:46]([S:48][CH3:49])[N:45]=[C:44]([CH3:50])[N:43]=2)[N:37]=1, predict the reactants needed to synthesize it. The reactants are: C1(P(C2CCCCC2)C2(CCC)CC(CCC)=CC(CCC)=C2C2C=CC=CC=2)CCCCC1.[CH3:35][C:36]1[CH:40]=[C:39]([NH2:41])[N:38]([C:42]2[CH:47]=[C:46]([S:48][CH3:49])[N:45]=[C:44]([CH3:50])[N:43]=2)[N:37]=1.Br[C:52]1[CH:60]=[CH:59][CH:58]=[C:57]2[C:53]=1[CH:54]=[N:55][NH:56]2.C(=O)([O-])[O-].[Cs+].[Cs+]. (6) The reactants are: [CH3:1][S:2]([C:5]1[N:10]=[CH:9][C:8]([N:11]2[CH2:15][CH2:14][C:13]3([CH2:20][CH2:19][NH:18][CH2:17][CH2:16]3)[CH2:12]2)=[CH:7][CH:6]=1)(=[O:4])=[O:3].[CH3:21][C:22]1[C:30]([C@@H:31]2[CH2:33][O:32]2)=[CH:29][CH:28]=[C:27]2[C:23]=1[CH2:24][O:25][C:26]2=[O:34]. Given the product [OH:32][C@H:31]([C:30]1[C:22]([CH3:21])=[C:23]2[C:27](=[CH:28][CH:29]=1)[C:26](=[O:34])[O:25][CH2:24]2)[CH2:33][N:18]1[CH2:19][CH2:20][C:13]2([CH2:12][N:11]([C:8]3[CH:9]=[N:10][C:5]([S:2]([CH3:1])(=[O:3])=[O:4])=[CH:6][CH:7]=3)[CH2:15][CH2:14]2)[CH2:16][CH2:17]1, predict the reactants needed to synthesize it. (7) Given the product [O:23]1[C:28]2[CH:29]=[CH:30][C:31]([C:2]3[C:3](=[O:22])[N:4]([CH2:14][CH2:15][C:16]4[CH:21]=[CH:20][CH:19]=[CH:18][CH:17]=4)[C:5]([C:9]4[S:10][CH:11]=[CH:12][CH:13]=4)=[N:6][C:7]=3[CH3:8])=[CH:32][C:27]=2[O:26][CH2:25][CH2:24]1, predict the reactants needed to synthesize it. The reactants are: Br[C:2]1[C:3](=[O:22])[N:4]([CH2:14][CH2:15][C:16]2[CH:21]=[CH:20][CH:19]=[CH:18][CH:17]=2)[C:5]([C:9]2[S:10][CH:11]=[CH:12][CH:13]=2)=[N:6][C:7]=1[CH3:8].[O:23]1[C:28]2[CH:29]=[CH:30][C:31](B(O)O)=[CH:32][C:27]=2[O:26][CH2:25][CH2:24]1.C(=O)([O-])[O-].[Na+].[Na+].